Dataset: Forward reaction prediction with 1.9M reactions from USPTO patents (1976-2016). Task: Predict the product of the given reaction. (1) Given the reactants [NH:1]1[CH2:5][CH2:4][CH2:3][CH2:2]1.[Br:6][C:7]([F:14])([F:13])[C:8](OCC)=[O:9], predict the reaction product. The product is: [Br:6][C:7]([F:14])([F:13])[C:8]([N:1]1[CH2:5][CH2:4][CH2:3][CH2:2]1)=[O:9]. (2) Given the reactants [CH2:1]([N:3]=[C:4]=[O:5])[CH3:2].[NH2:6][C:7]1[S:8][CH:9]=[C:10]([CH3:17])[C:11]=1[C:12]([O:14][CH2:15][CH3:16])=[O:13].C(N(CC)CC)C.O, predict the reaction product. The product is: [CH2:1]([NH:3][C:4]([NH:6][C:7]1[S:8][CH:9]=[C:10]([CH3:17])[C:11]=1[C:12]([O:14][CH2:15][CH3:16])=[O:13])=[O:5])[CH3:2]. (3) Given the reactants [CH3:1][C:2]1([CH3:48])[C@H:5]([C:6]([N:8]2[CH2:13][CH2:12][O:11][CH2:10][CH2:9]2)=[O:7])[CH2:4][C@@H:3]1[NH:14][C:15]([C@:17]12[CH2:43][CH2:42][C@@H:41]([C:44]3([CH3:47])[CH2:46][CH2:45]3)[CH:18]1[C@@H:19]1[C@@:32]([CH3:35])([CH2:33][CH2:34]2)[C@@:31]2([CH3:36])[C@@H:22]([C@:23]3([CH3:40])[C@@H:28]([CH2:29][CH2:30]2)[C:27]([CH3:38])([CH3:37])[C@@H:26]([OH:39])[CH2:25][CH2:24]3)[CH2:21][CH2:20]1)=[O:16].[CH3:49][C:50]1([CH3:58])[CH2:56][C:55](=[O:57])[O:54][C:52](=[O:53])[CH2:51]1, predict the reaction product. The product is: [CH3:1][C:2]1([CH3:48])[C@H:5]([C:6]([N:8]2[CH2:9][CH2:10][O:11][CH2:12][CH2:13]2)=[O:7])[CH2:4][C@@H:3]1[NH:14][C:15]([C@:17]12[CH2:43][CH2:42][C@@H:41]([C:44]3([CH3:47])[CH2:45][CH2:46]3)[CH:18]1[C@@H:19]1[C@@:32]([CH3:35])([CH2:33][CH2:34]2)[C@@:31]2([CH3:36])[C@@H:22]([C@:23]3([CH3:40])[C@@H:28]([CH2:29][CH2:30]2)[C:27]([CH3:37])([CH3:38])[C@@H:26]([O:39][C:55](=[O:57])[CH2:56][C:50]([CH3:58])([CH3:49])[CH2:51][C:52]([OH:54])=[O:53])[CH2:25][CH2:24]3)[CH2:21][CH2:20]1)=[O:16]. (4) Given the reactants [Cl:1][C:2]1[N:7]=[CH:6][N:5]=[C:4]([NH:8][C:9]2[CH:14]=[CH:13][C:12]([N:15]3[CH2:20][CH2:19][N:18]([CH:21]4[CH2:24][O:23][CH2:22]4)[CH2:17][CH2:16]3)=[CH:11][CH:10]=2)[N:3]=1.[C:25]([C:27]1[CH:28]=[C:29]([CH:44]=[C:45](B2OC(C)(C)C(C)(C)O2)[CH:46]=1)[O:30][CH:31]1[CH2:36][CH2:35][N:34]([C:37]([O:39][C:40]([CH3:43])([CH3:42])[CH3:41])=[O:38])[CH2:33][CH2:32]1)#[N:26].C(=O)([O-])[O-].[K+].[K+], predict the reaction product. The product is: [Cl:1][C:2]1[N:3]=[C:4]([NH:8][C:9]2[CH:14]=[CH:13][C:12]([N:15]3[CH2:20][CH2:19][N:18]([CH:21]4[CH2:24][O:23][CH2:22]4)[CH2:17][CH2:16]3)=[CH:11][CH:10]=2)[N:5]=[C:6]([C:45]2[CH:44]=[C:29]([CH:28]=[C:27]([C:25]#[N:26])[CH:46]=2)[O:30][CH:31]2[CH2:36][CH2:35][N:34]([C:37]([O:39][C:40]([CH3:43])([CH3:41])[CH3:42])=[O:38])[CH2:33][CH2:32]2)[N:7]=1. (5) Given the reactants [O:1]([C:8]1[CH:23]=[C:22]([C:24]([F:27])([F:26])[F:25])[CH:21]=[CH:20][C:9]=1[O:10][C@@H:11]([CH3:19])[CH2:12][CH2:13][O:14]S(C)(=O)=O)[C:2]1[CH:7]=[CH:6][CH:5]=[CH:4][CH:3]=1.C[O:29][C:30](=[O:40])[CH2:31][CH2:32][C:33]1[CH:38]=[CH:37][CH:36]=[C:35](O)[CH:34]=1, predict the reaction product. The product is: [O:1]([C:8]1[CH:23]=[C:22]([C:24]([F:27])([F:26])[F:25])[CH:21]=[CH:20][C:9]=1[O:10][C@@H:11]([CH3:19])[CH2:12][CH2:13][O:14][C:37]1[CH:38]=[C:33]([CH2:32][CH2:31][C:30]([OH:40])=[O:29])[CH:34]=[CH:35][CH:36]=1)[C:2]1[CH:7]=[CH:6][CH:5]=[CH:4][CH:3]=1. (6) Given the reactants C(OC(=O)C)C.Cl.[F:8][C:9]1[CH:18]=[CH:17][C:16]([O:19][CH2:20][CH2:21][CH3:22])=[C:15]2[C:10]=1[C:11](=[O:48])[C:12]([C:40]1[CH:45]=[CH:44][C:43]([O:46][CH3:47])=[CH:42][CH:41]=1)=[CH:13][N:14]2[CH2:23][C:24]([NH:26][CH:27]1[CH2:32][CH2:31][N:30](C(OC(C)(C)C)=O)[CH2:29][CH2:28]1)=[O:25], predict the reaction product. The product is: [F:8][C:9]1[CH:18]=[CH:17][C:16]([O:19][CH2:20][CH2:21][CH3:22])=[C:15]2[C:10]=1[C:11](=[O:48])[C:12]([C:40]1[CH:41]=[CH:42][C:43]([O:46][CH3:47])=[CH:44][CH:45]=1)=[CH:13][N:14]2[CH2:23][C:24]([NH:26][CH:27]1[CH2:28][CH2:29][NH:30][CH2:31][CH2:32]1)=[O:25].